Predict the reactants needed to synthesize the given product. From a dataset of Full USPTO retrosynthesis dataset with 1.9M reactions from patents (1976-2016). (1) Given the product [CH3:1][CH:2]([OH:3])[C@@H:4]1[C@:8]2([CH3:23])[C@H:7]([C@H:12]3[C@H:11]([CH2:10][CH2:9]2)[C@:21]2([CH3:22])[C:15](=[CH:16][C@@H:17]([OH:18])[CH2:19][CH2:20]2)[CH2:14][CH2:13]3)[CH2:6][CH2:5]1, predict the reactants needed to synthesize it. The reactants are: [CH3:1][C:2]([C@@H:4]1[C@@:8]2([CH3:23])[CH2:9][CH2:10][C@@H:11]3[C@:21]4([CH3:22])[C:15](=[CH:16][C:17]([CH2:19][CH2:20]4)=[O:18])[CH2:14][CH2:13][C@H:12]3[C@@H:7]2[CH2:6][CH2:5]1)=[O:3].[BH4-].[Na+].C1CCCCC1.CCOC(C)=O. (2) Given the product [F:22][C:17]1[CH:18]=[CH:19][CH:43]=[CH:41][C:16]=1[C:15]#[C:14][C:11]1[CH:12]=[CH:13][C:8]2[N:7]=[C:26]([C:28]3[CH:33]=[CH:32][CH:31]=[C:30]([N:34]4[CH:38]=[CH:37][N:36]=[CH:35]4)[CH:29]=3)[CH2:25][C:24](=[O:39])[NH:23][C:9]=2[CH:10]=1, predict the reactants needed to synthesize it. The reactants are: C(OC(=O)[NH:7][C:8]1[CH:13]=[CH:12][C:11]([C:14]#[C:15][C:16]2C=C[CH:19]=[CH:18][C:17]=2[F:22])=[CH:10][C:9]=1[NH:23][C:24](=[O:39])[CH2:25][C:26]([C:28]1[CH:33]=[CH:32][CH:31]=[C:30]([N:34]2[CH:38]=[CH:37][N:36]=[CH:35]2)[CH:29]=1)=O)(C)(C)C.[C:41](O)([C:43](F)(F)F)=O. (3) Given the product [Br:12][C:13]1[CH:14]=[C:15]([NH:19][C:20]2[S:21][CH:3]=[C:4]([C:6]3[CH:11]=[CH:10][N:9]=[CH:8][CH:7]=3)[N:22]=2)[CH:16]=[CH:17][CH:18]=1, predict the reactants needed to synthesize it. The reactants are: Br.Br[CH2:3][C:4]([C:6]1[CH:11]=[CH:10][N:9]=[CH:8][CH:7]=1)=O.[Br:12][C:13]1[CH:14]=[C:15]([NH:19][C:20]([NH2:22])=[S:21])[CH:16]=[CH:17][CH:18]=1.N. (4) The reactants are: Br[CH2:2][C:3]1[CH:8]=[CH:7][C:6]([O:9][CH3:10])=[C:5]([Cl:11])[C:4]=1[Cl:12].O.CO.[C-:16]#[N:17].[Na+]. Given the product [Cl:12][C:4]1[C:5]([Cl:11])=[C:6]([O:9][CH3:10])[CH:7]=[CH:8][C:3]=1[CH2:2][C:16]#[N:17], predict the reactants needed to synthesize it.